Dataset: Full USPTO retrosynthesis dataset with 1.9M reactions from patents (1976-2016). Task: Predict the reactants needed to synthesize the given product. (1) Given the product [F:15][C:16]([F:23])([F:22])[CH:17]([C:18]1[NH:1][C:2]2[CH:3]=[C:4]([C:11]([F:12])([F:13])[F:14])[C:5]([C:6]#[N:7])=[CH:8][C:9]=2[N:10]=1)[OH:21], predict the reactants needed to synthesize it. The reactants are: [NH2:1][C:2]1[C:9]([NH2:10])=[CH:8][C:5]([C:6]#[N:7])=[C:4]([C:11]([F:14])([F:13])[F:12])[CH:3]=1.[F:15][C:16]([F:23])([F:22])[CH:17]([OH:21])[C:18](O)=O.Cl.C(=O)(O)[O-].[Na+]. (2) Given the product [Cl:43][C:44]1[CH:45]=[CH:46][C:47]2[N:53]3[C:54]([CH:57]([CH3:59])[CH3:58])=[N:55][N:56]=[C:52]3[CH:51]([CH2:60][C:61]([N:75]3[CH2:80][CH2:79][O:78][CH2:77][CH2:76]3)=[O:62])[O:50][CH:49]([C:64]3[CH:69]=[CH:68][CH:67]=[C:66]([O:70][CH3:71])[C:65]=3[O:72][CH3:73])[C:48]=2[CH:74]=1, predict the reactants needed to synthesize it. The reactants are: C1CN([P+](ON2N=NC3C=CC=CC2=3)(N2CCCC2)N2CCCC2)CC1.F[P-](F)(F)(F)(F)F.C(N(CC)C(C)C)(C)C.[Cl:43][C:44]1[CH:45]=[CH:46][C:47]2[N:53]3[C:54]([CH:57]([CH3:59])[CH3:58])=[N:55][N:56]=[C:52]3[CH:51]([CH2:60][C:61](O)=[O:62])[O:50][CH:49]([C:64]3[CH:69]=[CH:68][CH:67]=[C:66]([O:70][CH3:71])[C:65]=3[O:72][CH3:73])[C:48]=2[CH:74]=1.[NH:75]1[CH2:80][CH2:79][O:78][CH2:77][CH2:76]1. (3) Given the product [Br:42][C:43]1[CH:52]=[CH:51][C:46]([C:47]([NH:101][S:98]([C:88]2[CH:93]=[CH:92][CH:91]=[CH:90][C:89]=2[S:94](=[O:96])(=[O:95])[NH2:97])(=[O:100])=[O:99])=[O:49])=[CH:45][C:44]=1[O:53][CH2:7][CH2:6][O:5][CH2:4][CH2:3][O:2][CH3:1], predict the reactants needed to synthesize it. The reactants are: [CH3:1][O:2][CH2:3][CH2:4][O:5][CH2:6][CH2:7]O.C1(P(C2C=CC=CC=2)C2C=CC=CC=2)C=CC=CC=1.N(C(OC(C)C)=O)=NC(OC(C)C)=O.[Br:42][C:43]1[CH:52]=[CH:51][C:46]([C:47]([O:49]C)=O)=[CH:45][C:44]=1[OH:53].O.[OH-].[Li+].Cl.BrC1C=CC(C(O)=O)=CC=1OCCOCCOC.Cl.CN(C)CCCN=C=NCC.[C:88]1([S:98]([NH2:101])(=[O:100])=[O:99])[C:89]([S:94]([NH2:97])(=[O:96])=[O:95])=[CH:90][CH:91]=[CH:92][CH:93]=1. (4) Given the product [F:21][C:22]1[CH:29]=[CH:28][C:25]([CH2:26][NH:27][S:17]([C:15]2[CH:14]=[CH:13][C:11]3[N:12]=[C:8]([C:3]4[C:4]([CH3:7])=[N:5][NH:6][C:2]=4[NH2:1])[S:9][C:10]=3[CH:16]=2)(=[O:19])=[O:18])=[CH:24][CH:23]=1, predict the reactants needed to synthesize it. The reactants are: [NH2:1][C:2]1[NH:6][N:5]=[C:4]([CH3:7])[C:3]=1[C:8]1[S:9][C:10]2[CH:16]=[C:15]([S:17](Cl)(=[O:19])=[O:18])[CH:14]=[CH:13][C:11]=2[N:12]=1.[F:21][C:22]1[CH:29]=[CH:28][C:25]([CH2:26][NH2:27])=[CH:24][CH:23]=1.CN1CCOCC1. (5) Given the product [OH:20][C:16]1[CH:15]=[C:14]([C:12]2[N:13]=[C:8]([C:6]3[CH:5]=[CH:4][NH:3][C:2](=[O:25])[CH:7]=3)[C:9]3[S:23][CH:22]=[CH:21][C:10]=3[N:11]=2)[CH:19]=[CH:18][CH:17]=1, predict the reactants needed to synthesize it. The reactants are: F[C:2]1[CH:7]=[C:6]([C:8]2[C:9]3[S:23][CH:22]=[CH:21][C:10]=3[N:11]=[C:12]([C:14]3[CH:15]=[C:16]([OH:20])[CH:17]=[CH:18][CH:19]=3)[N:13]=2)[CH:5]=[CH:4][N:3]=1.Cl.[O:25]1CCOCC1. (6) Given the product [F:1][C:2]1[CH:3]=[C:4]([NH:9][C:10]([C:12]2[CH:13]=[C:14]([S:18](=[O:20])(=[O:19])[NH:27][C:24]3([C:23]([F:29])([F:28])[F:22])[CH2:26][CH2:25]3)[S:15][C:16]=2[CH3:17])=[O:11])[CH:5]=[CH:6][C:7]=1[F:8], predict the reactants needed to synthesize it. The reactants are: [F:1][C:2]1[CH:3]=[C:4]([NH:9][C:10]([C:12]2[CH:13]=[C:14]([S:18](Cl)(=[O:20])=[O:19])[S:15][C:16]=2[CH3:17])=[O:11])[CH:5]=[CH:6][C:7]=1[F:8].[F:22][C:23]([F:29])([F:28])[C:24]1([NH2:27])[CH2:26][CH2:25]1. (7) Given the product [OH:8][CH:7]([P:12](=[O:19])([O:16][CH2:17][CH3:18])[O:13][CH2:14][CH3:15])[C:6]1[CH:9]=[CH:10][CH:11]=[C:4]([N+:1]([O-:3])=[O:2])[CH:5]=1, predict the reactants needed to synthesize it. The reactants are: [N+:1]([C:4]1[CH:5]=[C:6]([CH:9]=[CH:10][CH:11]=1)[CH:7]=[O:8])([O-:3])=[O:2].[P:12]([O-:19])([O:16][CH2:17][CH3:18])[O:13][CH2:14][CH3:15].[F-].[K+]. (8) The reactants are: [N+:1]([C:4]1[CH:5]=[CH:6][C:7]2[C:11]3[CH:12]=[CH:13][CH:14]=[CH:15][C:10]=3[S:9][C:8]=2[CH:16]=1)([O-:3])=[O:2].Cl[S:18]([OH:21])(=[O:20])=[O:19]. Given the product [N+:1]([C:4]1[CH:5]=[CH:6][C:7]2[C:11]3[CH:12]=[C:13]([S:18]([OH:21])(=[O:20])=[O:19])[CH:14]=[CH:15][C:10]=3[S:9][C:8]=2[CH:16]=1)([O-:3])=[O:2], predict the reactants needed to synthesize it.